From a dataset of Peptide-MHC class I binding affinity with 185,985 pairs from IEDB/IMGT. Regression. Given a peptide amino acid sequence and an MHC pseudo amino acid sequence, predict their binding affinity value. This is MHC class I binding data. (1) The peptide sequence is ALSEIETRH. The MHC is HLA-B27:05 with pseudo-sequence HLA-B27:05. The binding affinity (normalized) is 0. (2) The peptide sequence is RMILPMSRAFR. The MHC is HLA-A11:01 with pseudo-sequence HLA-A11:01. The binding affinity (normalized) is 0.348. (3) The peptide sequence is AEMWAQDAAM. The MHC is HLA-B15:03 with pseudo-sequence HLA-B15:03. The binding affinity (normalized) is 0.394. (4) The peptide sequence is KRKLRTLIL. The MHC is HLA-B08:01 with pseudo-sequence HLA-B08:01. The binding affinity (normalized) is 0.433. (5) The peptide sequence is EYAPFARLL. The MHC is HLA-A02:03 with pseudo-sequence HLA-A02:03. The binding affinity (normalized) is 0.0847. (6) The binding affinity (normalized) is 0.456. The peptide sequence is WLMWFIISI. The MHC is HLA-A68:02 with pseudo-sequence HLA-A68:02. (7) The peptide sequence is CTLPPLRFK. The MHC is HLA-A03:01 with pseudo-sequence HLA-A03:01. The binding affinity (normalized) is 0.945. (8) The peptide sequence is VMAWRTIMAV. The MHC is HLA-A02:17 with pseudo-sequence HLA-A02:17. The binding affinity (normalized) is 0.437. (9) The peptide sequence is ELSRLRYNL. The binding affinity (normalized) is 1.00. The MHC is HLA-A02:02 with pseudo-sequence HLA-A02:02. (10) The peptide sequence is VTPIDTII. The MHC is Mamu-A01 with pseudo-sequence Mamu-A01. The binding affinity (normalized) is 0.732.